This data is from Full USPTO retrosynthesis dataset with 1.9M reactions from patents (1976-2016). The task is: Predict the reactants needed to synthesize the given product. (1) Given the product [C:27]([N:30]1[CH2:36][CH2:35][CH2:34][N:33]([C:2]2[N:7]3[N:8]=[C:9]([CH2:11][CH3:12])[CH:10]=[C:6]3[N:5]=[C:4]([NH:14][C:15](=[O:26])[C:16]3[CH:21]=[CH:20][C:19]([C:22]([OH:25])([CH3:23])[CH3:24])=[CH:18][CH:17]=3)[CH:3]=2)[CH2:32][CH2:31]1)(=[O:29])[CH3:28], predict the reactants needed to synthesize it. The reactants are: Cl[C:2]1[N:7]2[N:8]=[C:9]([CH:11]3C[CH2:12]3)[CH:10]=[C:6]2[N:5]=[C:4]([NH:14][C:15](=[O:26])[C:16]2[CH:21]=[CH:20][C:19]([C:22]([OH:25])([CH3:24])[CH3:23])=[CH:18][CH:17]=2)[CH:3]=1.[C:27]([N:30]1[CH2:36][CH2:35][CH2:34][NH:33][CH2:32][CH2:31]1)(=[O:29])[CH3:28]. (2) The reactants are: [CH3:1][C:2]1([CH3:10])[CH2:6][C:5]([CH3:8])([CH3:7])[CH2:4][C:3]1=O.[NH:11]1[CH2:15][CH2:14][CH2:13][CH2:12]1.C1(C)C=CC=CC=1. Given the product [CH3:7][C:5]1([CH3:8])[CH2:6][C:2]([CH3:1])([CH3:10])[C:3]([N:11]2[CH2:15][CH2:14][CH2:13][CH2:12]2)=[CH:4]1, predict the reactants needed to synthesize it.